Dataset: Forward reaction prediction with 1.9M reactions from USPTO patents (1976-2016). Task: Predict the product of the given reaction. (1) Given the reactants C[C@@H](C(N([C@H]([C@@H](O)C1C=CC=CC=1)C)C)=O)[CH2:3][CH2:4][C:5]12[CH2:14][CH:12]3[CH2:13][CH:7]([CH2:8][CH:9]([CH2:11]3)[CH2:10]1)[CH2:6]2.CC[O:31][C:32]([CH3:34])=[O:33].O1CCOC[CH2:36]1, predict the reaction product. The product is: [CH3:36][C@@H:34]([C:32]([OH:31])=[O:33])[CH2:3][CH2:4][C:5]12[CH2:14][CH:12]3[CH2:13][CH:7]([CH2:8][CH:9]([CH2:11]3)[CH2:10]1)[CH2:6]2. (2) Given the reactants [CH:1]12[CH2:16][CH:12]([CH2:13][NH:14][CH2:15]1)[C:11]1[CH:10]=[C:9]3[C:4]([N:5]=[CH:6][CH:7]=[N:8]3)=[CH:3][C:2]2=1.[C:17]([OH:26])(=[O:25])[C@@H:18]([C@H:20]([C:22]([OH:24])=[O:23])[OH:21])[OH:19], predict the reaction product. The product is: [C:22]([C@@H:20]([C@H:18]([C:17]([OH:26])=[O:25])[OH:19])[OH:21])([OH:24])=[O:23].[CH:12]12[CH2:16][CH:1]([CH2:15][NH:14][CH2:13]1)[C:2]1[CH:3]=[C:4]3[C:9]([N:8]=[CH:7][CH:6]=[N:5]3)=[CH:10][C:11]2=1. (3) Given the reactants Br[CH2:2][C:3]1[CH:8]=[CH:7][C:6]([C:9](=[O:14])[C:10]([CH3:13])([CH3:12])[CH3:11])=[CH:5][CH:4]=1.[C:15]([S:19][C:20](=[O:25])[CH2:21][C:22](=[O:24])[CH3:23])([CH3:18])([CH3:17])[CH3:16], predict the reaction product. The product is: [C:15]([S:19][C:20](=[O:25])[CH:21]([CH2:2][C:3]1[CH:8]=[CH:7][C:6]([C:9](=[O:14])[C:10]([CH3:13])([CH3:12])[CH3:11])=[CH:5][CH:4]=1)[C:22](=[O:24])[CH3:23])([CH3:18])([CH3:16])[CH3:17]. (4) Given the reactants [Na+].[CH:2]1([N:5]2[C:9]([C:10]([O-:12])=O)=[C:8]([C:13]3[CH:14]=[N:15][C:16]([S:19][CH3:20])=[N:17][CH:18]=3)[N:7]=[C:6]2[C:21]2[CH:26]=[CH:25][C:24](OC(F)(F)F)=[CH:23][CH:22]=2)[CH2:4][CH2:3]1.C(OC(=O)CN(C1CC1)C(=O)C1C=CC=C([O:45][C:46]([F:49])([F:48])[F:47])C=1)C.[N:55]1([CH:60]2[CH2:65][CH2:64][NH:63][CH2:62][CH2:61]2)[CH2:59][CH2:58][CH2:57][CH2:56]1, predict the reaction product. The product is: [CH:2]1([N:5]2[C:9]([C:10]([N:63]3[CH2:64][CH2:65][CH:60]([N:55]4[CH2:59][CH2:58][CH2:57][CH2:56]4)[CH2:61][CH2:62]3)=[O:12])=[C:8]([C:13]3[CH:14]=[N:15][C:16]([S:19][CH3:20])=[N:17][CH:18]=3)[N:7]=[C:6]2[C:21]2[CH:22]=[CH:23][CH:24]=[C:25]([O:45][C:46]([F:49])([F:48])[F:47])[CH:26]=2)[CH2:4][CH2:3]1. (5) The product is: [CH2:15]([C:2]1[CH:7]=[CH:6][CH:5]=[C:4]([O:8][CH3:9])[N:3]=1)[C:16]1[CH:21]=[CH:20][CH:19]=[CH:18][CH:17]=1. Given the reactants Br[C:2]1[CH:7]=[CH:6][CH:5]=[C:4]([O:8][CH3:9])[N:3]=1.O1CCCC1.[CH2:15](Br)[C:16]1[CH:21]=[CH:20][CH:19]=[CH:18][CH:17]=1.[Mg], predict the reaction product. (6) Given the reactants [C:1]([O:5][C:6]([N:8]1[CH2:14][CH2:13][C:12]2[C:15]([S:20][CH2:21][C:22]3[CH:27]=[CH:26][C:25]([C:28]#[C:29][C:30]4[CH:35]=[CH:34][C:33]([F:36])=[CH:32][CH:31]=4)=[CH:24][N:23]=3)=[C:16]([Cl:19])[CH:17]=[CH:18][C:11]=2[CH2:10][CH2:9]1)=[O:7])([CH3:4])([CH3:3])[CH3:2].N1C2C(=CC=CC=2)C=CC=1, predict the reaction product. The product is: [C:1]([O:5][C:6]([N:8]1[CH2:14][CH2:13][C:12]2[C:15]([S:20][CH2:21][C:22]3[CH:27]=[CH:26][C:25](/[CH:28]=[CH:29]\[C:30]4[CH:31]=[CH:32][C:33]([F:36])=[CH:34][CH:35]=4)=[CH:24][N:23]=3)=[C:16]([Cl:19])[CH:17]=[CH:18][C:11]=2[CH2:10][CH2:9]1)=[O:7])([CH3:4])([CH3:2])[CH3:3]. (7) Given the reactants [O:1]=[C:2]([C:14]1[CH:19]=[CH:18][CH:17]=[CH:16][CH:15]=1)[CH2:3][NH:4][S:5]([C:8]1[CH:13]=[CH:12][CH:11]=[CH:10][CH:9]=1)(=[O:7])=[O:6].[C:20]([O-])([O-])=O.[K+].[K+].IC, predict the reaction product. The product is: [CH3:20][N:4]([CH2:3][C:2](=[O:1])[C:14]1[CH:19]=[CH:18][CH:17]=[CH:16][CH:15]=1)[S:5]([C:8]1[CH:13]=[CH:12][CH:11]=[CH:10][CH:9]=1)(=[O:7])=[O:6]. (8) Given the reactants [CH:1]1([C:7]([N:9]2[C:17]3[C:12](=[CH:13][C:14]([S:18]([NH2:21])(=[O:20])=[O:19])=[CH:15][CH:16]=3)[CH2:11][CH2:10]2)=[O:8])CCCCC1.N1C2C(=CC(S(N)(=O)=O)=CC=2)CC1.[Cl:35]CC(Cl)=O, predict the reaction product. The product is: [Cl:35][CH2:1][C:7]([N:9]1[C:17]2[C:12](=[CH:13][C:14]([S:18]([NH2:21])(=[O:20])=[O:19])=[CH:15][CH:16]=2)[CH2:11][CH2:10]1)=[O:8].